This data is from Reaction yield outcomes from USPTO patents with 853,638 reactions. The task is: Predict the reaction yield, written as a fraction of the theoretical maximum amount of product (1.0 means a 100% yield; for example, 0.34 means a 34% yield). The reactants are C(=O)([O-])[O-].[K+].[K+].[CH3:7][O:8][CH2:9][O:10][C:11]1[CH:16]=[C:15]([O:17][CH2:18][O:19][CH3:20])[CH:14]=[CH:13][C:12]=1[OH:21].I[CH2:23][CH2:24][CH3:25]. The catalyst is CN(C)C=O. The product is [CH3:7][O:8][CH2:9][O:10][C:11]1[CH:16]=[C:15]([O:17][CH2:18][O:19][CH3:20])[CH:14]=[CH:13][C:12]=1[O:21][CH2:23][CH2:24][CH3:25]. The yield is 0.610.